This data is from Catalyst prediction with 721,799 reactions and 888 catalyst types from USPTO. The task is: Predict which catalyst facilitates the given reaction. (1) Reactant: [CH2:1]([O:8][C:9]1[CH:16]=[CH:15][C:12]([CH2:13]O)=[C:11]([F:17])[CH:10]=1)[C:2]1[CH:7]=[CH:6][CH:5]=[CH:4][CH:3]=1.N1C=CC=CC=1.P(Br)(Br)[Br:25]. Product: [CH2:1]([O:8][C:9]1[CH:16]=[CH:15][C:12]([CH2:13][Br:25])=[C:11]([F:17])[CH:10]=1)[C:2]1[CH:7]=[CH:6][CH:5]=[CH:4][CH:3]=1. The catalyst class is: 280. (2) Reactant: [C:1]([O:9][CH2:10][C:11](=[O:14])[CH2:12][CH3:13])(=[O:8])[C:2]1[CH:7]=[CH:6][CH:5]=[CH:4][CH:3]=1.[CH2:15](O)[CH2:16][CH2:17][OH:18].C(OCC)(OCC)OCC.O.C1(C)C=CC(S(O)(=O)=O)=CC=1. Product: [C:1]([O:9][CH2:10][C:11]1([CH2:12][CH3:13])[O:18][CH2:17][CH2:16][CH2:15][O:14]1)(=[O:8])[C:2]1[CH:7]=[CH:6][CH:5]=[CH:4][CH:3]=1. The catalyst class is: 757. (3) Reactant: [CH2:1]([N:5]1[C:13]2[C:8](=[N:9][C:10]([Cl:15])=[N:11][C:12]=2[Cl:14])[N:7]=[C:6]1Cl)[C:2]#[C:3][CH3:4].C(=O)(O)[O-].[Na+].[N:22]1([C:28]([O:30][C:31]([CH3:34])([CH3:33])[CH3:32])=[O:29])[CH2:27][CH2:26][NH:25][CH2:24][CH2:23]1. Product: [CH2:1]([N:5]1[C:13]2[C:8](=[N:9][C:10]([Cl:15])=[N:11][C:12]=2[Cl:14])[N:7]=[C:6]1[N:25]1[CH2:24][CH2:23][N:22]([C:28]([O:30][C:31]([CH3:34])([CH3:33])[CH3:32])=[O:29])[CH2:27][CH2:26]1)[C:2]#[C:3][CH3:4]. The catalyst class is: 10. (4) Reactant: [F:1][C:2]([F:19])([F:18])[C:3]1[CH:8]=[CH:7][C:6]([C:9]2[CH:10]=[C:11]([C:15]([NH2:17])=[O:16])[CH:12]=[N:13][CH:14]=2)=[CH:5][CH:4]=1.[H][H].[C:22]([OH:25])(=[O:24])[CH3:23]. Product: [C:22]([OH:25])(=[O:24])[CH3:23].[F:18][C:2]([F:1])([F:19])[C:3]1[CH:8]=[CH:7][C:6]([CH:9]2[CH2:14][NH:13][CH2:12][CH:11]([C:15]([NH2:17])=[O:16])[CH2:10]2)=[CH:5][CH:4]=1. The catalyst class is: 45. (5) Reactant: [CH3:1][C:2]1[CH:7]=[CH:6][N:5]=[CH:4][C:3]=1[N:8]1[CH2:12][CH2:11][NH:10][C:9]1=[O:13].Br[C:15]1[CH:31]=[CH:30][C:18]2[N:19]([CH2:22][O:23][CH2:24][CH2:25][Si:26]([CH3:29])([CH3:28])[CH3:27])[N:20]=[N:21][C:17]=2[CH:16]=1.N[C@@H]1CCCC[C@H]1N.P([O-])([O-])([O-])=O.[K+].[K+].[K+]. Product: [CH3:1][C:2]1[CH:7]=[CH:6][N:5]=[CH:4][C:3]=1[N:8]1[CH2:12][CH2:11][N:10]([C:15]2[CH:31]=[CH:30][C:18]3[N:19]([CH2:22][O:23][CH2:24][CH2:25][Si:26]([CH3:27])([CH3:29])[CH3:28])[N:20]=[N:21][C:17]=3[CH:16]=2)[C:9]1=[O:13]. The catalyst class is: 246. (6) Reactant: [CH:1](=O)[C:2]1[CH:7]=[CH:6][CH:5]=[CH:4][CH:3]=1.[CH3:9][C:10]1[CH:15]=[CH:14][N:13]=[N:12][CH:11]=1. Product: [C:2]1([CH:1]=[CH:9][C:10]2[CH:15]=[CH:14][N:13]=[N:12][CH:11]=2)[CH:7]=[CH:6][CH:5]=[CH:4][CH:3]=1. The catalyst class is: 530.